This data is from Full USPTO retrosynthesis dataset with 1.9M reactions from patents (1976-2016). The task is: Predict the reactants needed to synthesize the given product. (1) Given the product [CH3:7][CH2:2][CH2:3][CH:4]([CH3:18])[CH3:5].[C:37]([O:25][CH2:19][CH3:20])(=[O:36])[CH3:38].[F:1][C:2]1[CH:3]=[C:4]([C:18]2[CH:23]=[C:22]([F:24])[CH:21]=[CH:20][C:19]=2[O:25][C@@H:37]([CH3:42])[C:38]([O:40][CH3:41])=[O:39])[CH:5]=[CH:6][C:7]=1[S:8]([C:11]1[CH:16]=[CH:15][CH:14]=[CH:13][C:12]=1[F:17])(=[O:10])=[O:9], predict the reactants needed to synthesize it. The reactants are: [F:1][C:2]1[CH:3]=[C:4]([C:18]2[C:19]([OH:25])=[CH:20][CH:21]=[C:22]([F:24])[CH:23]=2)[CH:5]=[CH:6][C:7]=1[S:8]([C:11]1[CH:16]=[CH:15][CH:14]=[CH:13][C:12]=1[F:17])(=[O:10])=[O:9].CC1C=CC(S([O:36][C@H:37]([CH3:42])[C:38]([O:40][CH3:41])=[O:39])(=O)=O)=CC=1.C(=O)([O-])[O-].[K+].[K+]. (2) Given the product [CH3:24][C:22]1([CH3:25])[CH2:23][CH:18]([NH:17][C:13]2[N:12]=[C:11]([C:8]3[S:7][C:6]([C:4]([OH:5])=[O:3])=[CH:10][CH:9]=3)[CH:16]=[CH:15][N:14]=2)[CH2:19][C:20]([CH3:27])([CH3:26])[NH:21]1, predict the reactants needed to synthesize it. The reactants are: C([O:3][C:4]([C:6]1[S:7][C:8]([C:11]2[CH:16]=[CH:15][N:14]=[C:13]([NH:17][CH:18]3[CH2:23][C:22]([CH3:25])([CH3:24])[NH:21][C:20]([CH3:27])([CH3:26])[CH2:19]3)[N:12]=2)=[CH:9][CH:10]=1)=[O:5])C.[OH-].[Na+].Cl. (3) Given the product [CH2:33]([C:20]1[N:19]([CH2:18][CH2:17][CH2:16][NH:15][C:12]2[CH:13]=[CH:14][C:9]([S:8][C:5]([CH3:7])([CH3:6])[C:4]([OH:35])=[O:3])=[CH:10][CH:11]=2)[C:24](=[O:25])[C:23]2[N:26]([CH3:32])[N:27]=[C:28]([CH2:29][CH2:30][CH3:31])[C:22]=2[N:21]=1)[CH3:34], predict the reactants needed to synthesize it. The reactants are: C([O:3][C:4](=[O:35])[C:5]([S:8][C:9]1[CH:14]=[CH:13][C:12]([NH:15][CH2:16][CH2:17][CH2:18][N:19]2[C:24](=[O:25])[C:23]3[N:26]([CH3:32])[N:27]=[C:28]([CH2:29][CH2:30][CH3:31])[C:22]=3[N:21]=[C:20]2[CH2:33][CH3:34])=[CH:11][CH:10]=1)([CH3:7])[CH3:6])C.C(=O)([O-])[O-].[Na+].[Na+]. (4) Given the product [CH2:13]([N:8]1[CH2:9][CH2:10][C:11]2[C:2](=[O:12])[NH:3][CH:4]=[CH:5][C:6]=2[CH2:7]1)[C:14]1[CH:19]=[CH:18][CH:17]=[CH:16][CH:15]=1, predict the reactants needed to synthesize it. The reactants are: Br.[C:2]1(=[O:12])[C:11]2[C:6](=[CH:7][N:8]=[CH:9][CH:10]=2)[CH:5]=[CH:4][NH:3]1.[CH2:13](Br)[C:14]1[CH:19]=[CH:18][CH:17]=[CH:16][CH:15]=1.[BH4-].[Na+].Cl. (5) Given the product [Br:1][C:2]1[CH:6]=[N:5][N:4]([CH3:7])[C:3]=1[C:8]1[CH:9]=[C:10]([NH:16][C:25]([NH:24][C:21]2[CH:22]=[CH:23][C:18]([Br:17])=[CH:19][CH:20]=2)=[O:26])[CH:11]=[CH:12][C:13]=1[O:14][CH3:15], predict the reactants needed to synthesize it. The reactants are: [Br:1][C:2]1[CH:6]=[N:5][N:4]([CH3:7])[C:3]=1[C:8]1[CH:9]=[C:10]([NH2:16])[CH:11]=[CH:12][C:13]=1[O:14][CH3:15].[Br:17][C:18]1[CH:23]=[CH:22][C:21]([N:24]=[C:25]=[O:26])=[CH:20][CH:19]=1. (6) Given the product [OH:16][C:10]1[C:9](=[O:17])[C:8]([CH:3]([N:18]2[CH:22]=[CH:21][N:20]=[CH:19]2)[C:4]([F:7])([F:6])[F:5])=[CH:13][N:12]([CH3:14])[C:11]=1[CH3:15], predict the reactants needed to synthesize it. The reactants are: Cl.Cl[CH:3]([C:8]1[C:9](=[O:17])[C:10]([OH:16])=[C:11]([CH3:15])[N:12]([CH3:14])[CH:13]=1)[C:4]([F:7])([F:6])[F:5].[NH:18]1[CH:22]=[CH:21][N:20]=[CH:19]1.Cl.